From a dataset of Forward reaction prediction with 1.9M reactions from USPTO patents (1976-2016). Predict the product of the given reaction. (1) The product is: [O:23]=[C:15]1[C:16]2[C:17](=[CH:18][CH:19]=[CH:20][CH:21]=2)[N:22]=[CH:25][N:14]1[NH:13][C:11]([C:6]1[NH:7][C:8]2[C:4]([CH:5]=1)=[CH:3][C:2]([Cl:1])=[CH:10][CH:9]=2)=[O:12]. Given the reactants [Cl:1][C:2]1[CH:3]=[C:4]2[C:8](=[CH:9][CH:10]=1)[NH:7][C:6]([C:11]([NH:13][NH:14][C:15](=[O:23])[C:16]1[CH:21]=[CH:20][CH:19]=[CH:18][C:17]=1[NH2:22])=[O:12])=[CH:5]2.O.[CH:25](O)=O, predict the reaction product. (2) The product is: [ClH:41].[ClH:41].[CH3:1][C@@H:2]1[CH2:7][N:6]([C:8]2[CH:17]=[CH:16][CH:15]=[C:14]3[C:9]=2[CH:10]=[CH:11][C:12]([CH3:18])=[N:13]3)[CH2:5][CH2:4][N:3]1[CH2:19][CH2:20][C:21]1[CH:30]=[CH:29][CH:28]=[C:27]2[C:22]=1[CH2:23][CH2:24][C:25]1[N:26]2[CH:31]=[N:32][C:33]=1[C:34]([NH2:45])=[O:36]. Given the reactants [CH3:1][C@@H:2]1[CH2:7][N:6]([C:8]2[CH:17]=[CH:16][CH:15]=[C:14]3[C:9]=2[CH:10]=[CH:11][C:12]([CH3:18])=[N:13]3)[CH2:5][CH2:4][N:3]1[CH2:19][CH2:20][C:21]1[CH:30]=[CH:29][CH:28]=[C:27]2[C:22]=1[CH2:23][CH2:24][C:25]1[N:26]2[CH:31]=[N:32][C:33]=1[C:34]([O:36]CC)=O.[OH-].[K+].[ClH:41].Cl.CC1C=CC2C(=CC=CC=2N2CCN(CCC3C4OCC5=C(C(N)=O)N=CN5C=4C=CC=3)CC2)[N:45]=1, predict the reaction product. (3) Given the reactants CCN(C(C)C)C(C)C.[CH3:10][NH:11][CH2:12][C:13]1[CH:18]=[CH:17][CH:16]=[CH:15][CH:14]=1.[F:19][C:20]1[CH:25]=[CH:24][C:23]([C:26]2[O:27][C:28]3[CH:38]=[CH:37][C:36]([C:39]4[CH:40]=[C:41]([CH:45]=[CH:46][CH:47]=4)[C:42](O)=[O:43])=[CH:35][C:29]=3[C:30]=2[C:31](=[O:34])[NH:32][CH3:33])=[CH:22][CH:21]=1.CN(C(ON1N=NC2C=CC=NC1=2)=[N+](C)C)C.F[P-](F)(F)(F)(F)F, predict the reaction product. The product is: [CH2:12]([N:11]([CH3:10])[C:42]([C:41]1[CH:40]=[C:39]([C:36]2[CH:37]=[CH:38][C:28]3[O:27][C:26]([C:23]4[CH:24]=[CH:25][C:20]([F:19])=[CH:21][CH:22]=4)=[C:30]([C:31]([NH:32][CH3:33])=[O:34])[C:29]=3[CH:35]=2)[CH:47]=[CH:46][CH:45]=1)=[O:43])[C:13]1[CH:18]=[CH:17][CH:16]=[CH:15][CH:14]=1. (4) Given the reactants [CH:1](/[S:9](Cl)(=[O:11])=[O:10])=[CH:2]\[C:3]1[CH:8]=[CH:7][CH:6]=[CH:5][CH:4]=1.[S:13]([NH2:23])(=[O:22])([C:15]1[CH:20]=[CH:19][C:18]([NH2:21])=[CH:17][CH:16]=1)=[O:14], predict the reaction product. The product is: [CH:1](/[S:9]([NH:21][C:18]1[CH:19]=[CH:20][C:15]([S:13](=[O:22])(=[O:14])[NH2:23])=[CH:16][CH:17]=1)(=[O:11])=[O:10])=[CH:2]\[C:3]1[CH:8]=[CH:7][CH:6]=[CH:5][CH:4]=1. (5) The product is: [C:15]([O:14][C:12]([CH:7]1[CH2:6][C:5]2[C:10](=[CH:11][C:2]([O:1][CH2:37][C:35]3[N:36]=[C:32]([C:29]4[CH:30]=[CH:31][C:26]([Br:25])=[CH:27][CH:28]=4)[O:33][C:34]=3[CH3:39])=[CH:3][CH:4]=2)[O:9][CH2:8]1)=[O:13])([CH3:18])([CH3:17])[CH3:16]. Given the reactants [OH:1][C:2]1[CH:11]=[C:10]2[C:5]([CH2:6][CH:7]([C:12]([O:14][C:15]([CH3:18])([CH3:17])[CH3:16])=[O:13])[CH2:8][O:9]2)=[CH:4][CH:3]=1.C(=O)([O-])[O-].[K+].[K+].[Br:25][C:26]1[CH:31]=[CH:30][C:29]([C:32]2[O:33][C:34]([CH3:39])=[C:35]([CH2:37]Cl)[N:36]=2)=[CH:28][CH:27]=1, predict the reaction product.